This data is from Experimentally validated miRNA-target interactions with 360,000+ pairs, plus equal number of negative samples. The task is: Binary Classification. Given a miRNA mature sequence and a target amino acid sequence, predict their likelihood of interaction. (1) The miRNA is hsa-miR-331-3p with sequence GCCCCUGGGCCUAUCCUAGAA. The protein sequence of the target gene is MNSWDAGLAGLLVGTMGVSLLSNALVLLCLLHSADIRRQAPALFTLNLTCGNLLCTVVNMPLTLAGVVAQRQPAGDRLCRLAAFLDTFLAANSMLSMAALSIDRWVAVVFPLSYRAKMRLRDAALMVAYTWLHALTFPAAALALSWLGFHQLYASCTLCSRRPDERLRFAVFTGAFHALSFLLSFVVLCCTYLKVLKVARFHCKRIDVITMQTLVLLVDLHPSVRERCLEEQKRRRQRATKKISTFIGTFLVCFAPYVITRLVELFSTVPIGSHWGVLSKCLAYSKAASDPFVYSLLRHQ.... Result: 1 (interaction). (2) The miRNA is hsa-miR-6829-3p with sequence UGCCUCCUCCGUGGCCUCAG. The protein sequence of the target gene is MHYIKTWSLLGEMSEKLRRCRKELTAAIDRAFEGVSYSQECTGQQRLELSAAPLSFSLPVHRLLCRRHPLAACSSAAPFAAVPCAPENENPAFATNHAPVNAKPHALCPERKPLTSKENVLMHSSILAPERESWRTAGEGENWRKENLRKDMERDLKADSNMPLNNSSQEVTKDLLDMIDHTSIRTIEELAGKIEFENELNHMCGHCQDSPFKEEAWALLMDKSPQKATDADPGSLKQAFDDHNIVETVLDLEEDYNVMTSFKYQIE. Result: 1 (interaction). (3) The miRNA is hsa-miR-5698 with sequence UGGGGGAGUGCAGUGAUUGUGG. The protein sequence of the target gene is MGRRSSDTEEESRSKRKKKHRRRSSSSSSSDSRTYSRKKGGRKSRSKSRSWSRDLQPRSHSYDRRRRHRSSSSSSYGSRRKRSRSRSRGRGKSYRVQRSRSKSRTRRSRSRPRLRSHSRSSERSSHRRTRSRSRDRERRKGRDKEKREKEKDKGKDKELHNIKRGESGNIKAGLEHLPPAEQAKARLQLVLEAAAKADEALKAKERNEEEAKRRKEEDQATLVEQVKRVKEIEAIESDSFVQQTFRSSKEVKKSVEPSEVKQATSTSGPASAVADPPSTEKEIDPTSIPTAIKYQDDNSL.... Result: 1 (interaction). (4) The miRNA is hsa-miR-6859-3p with sequence UGACCCCCAUGUCGCCUCUGUAG. The protein sequence of the target gene is MPHKIEGFFLLLLFGYEATLGLSSTEDEGEDPWYQKACKCDCQVGANALWSAGATSLDCIPECPYHKPLGFESGEVTPDQITCSNPEQYVGWYSSWTANKARLNSQGFGCAWLSKYQDSSQWLQIDLKEIKVISGILTQGRCDIDEWVTKYSVQYRTDERLNWIYYKDQTGNNRVFYGNSDRSSTVQNLLRPPIISRFIRLIPLGWHVRIAIRMELLECASKCA. Result: 0 (no interaction). (5) The miRNA is hsa-miR-548ai with sequence AAAGGUAAUUGCAGUUUUUCCC. The protein sequence of the target gene is MDTSCVHMLLSLLALLQLVAAGSSPGPDAIPRGCPSHCHCELDGRMLLRVDCSDLGLSELPSNLSVFTSYLDLSMNNISQLPASLLHRLCFLEELRLAGNALTHIPKGAFTGLHSLKVLMLQNNQLRQVPEEALQNLRSLQSLRLDANHISYVPPSCFSGLHSLRHLWLDDNALTDVPVQAFRSLSALQAMTLALNKIHHIADYAFGNLSSLVVLHLHNNRIHSLGKKCFDGLHSLETLDLNYNNLDEFPTAIKTLSNLKELGFHSNNIRSIPERAFVGNPSLITIHFYDNPIQFVGVSA.... Result: 0 (no interaction). (6) Result: 0 (no interaction). The miRNA is mmu-miR-582-5p with sequence AUACAGUUGUUCAACCAGUUAC. The protein sequence of the target gene is MHVSLAEALEVRGGPLQEEEIWAVLNQSAESLQELFRKVSLADPAALGFIISPWSLLLLPSGSVSFTDENISNQDLRAFTAPEVLQNQSLTSLSDVEKIHIYSLGMTLYWGADYEVPQSQPIKLGDHLNSILLGMCEDVIYARVSVRTVLDACSAHIRNSNCAPSFSYVKHLVKLVLGNLSGTDQLSCNSEQKPDRSQAIRDRLRGKGLPTGRSSTSDVLDIQKPPLSHQTFLNKGLSKSMGFLSIKDTQDENYFKDILSDNSGREDSENTFSPYQFKTSGPEKKPIPGIDVLSKKKIWA.... (7) The miRNA is hsa-miR-4699-3p with sequence AAUUUACUCUGCAAUCUUCUCC. The protein sequence of the target gene is MSLLLLVVSALHILILILLFVATLDKSWWTLPGKESLNLWYDCTWNNDTKTWACSNVSENGWLKAVQVLMVLSLILCCLSFILFMFQLYTMRRGGLFYATGLCQLCTSVAVFTGALIYAIHAEEILEKHPRGGSFGYCFALAWVAFPLALVSGIIYIHLRKRE. Result: 0 (no interaction).